Dataset: Full USPTO retrosynthesis dataset with 1.9M reactions from patents (1976-2016). Task: Predict the reactants needed to synthesize the given product. (1) Given the product [CH3:1][O:2][C:3]1[CH:4]=[C:5]([CH2:11][CH2:12][NH:13][C:14](=[O:23])[C:15]([C:16]2[CH:21]=[CH:20][C:19]([CH3:22])=[CH:18][CH:17]=2)=[CH:29][N:30]([CH3:32])[CH3:31])[CH:6]=[CH:7][C:8]=1[O:9][CH3:10], predict the reactants needed to synthesize it. The reactants are: [CH3:1][O:2][C:3]1[CH:4]=[C:5]([CH2:11][CH2:12][NH:13][C:14](=[O:23])[CH2:15][C:16]2[CH:21]=[CH:20][C:19]([CH3:22])=[CH:18][CH:17]=2)[CH:6]=[CH:7][C:8]=1[O:9][CH3:10].C(O[CH:29](N(C)C)[N:30]([CH3:32])[CH3:31])(C)(C)C.CN(C)C=O. (2) Given the product [NH2:24][C:21]1[CH:20]=[CH:19][C:18]([CH:16]([CH3:17])[C:15]([NH:14][C:11]2[CH:12]=[CH:13][C:8]([C:6]3[CH:5]=[CH:4][N:3]=[C:2]([CH3:1])[CH:7]=3)=[CH:9][CH:10]=2)=[O:27])=[CH:23][CH:22]=1, predict the reactants needed to synthesize it. The reactants are: [CH3:1][C:2]1[CH:7]=[C:6]([C:8]2[CH:13]=[CH:12][C:11]([NH:14][C:15](=[O:27])[CH:16]([C:18]3[CH:23]=[CH:22][C:21]([N+:24]([O-])=O)=[CH:20][CH:19]=3)[CH3:17])=[CH:10][CH:9]=2)[CH:5]=[CH:4][N:3]=1.[H][H]. (3) Given the product [N:33]1([CH:39]2[CH2:44][CH2:43][N:42]([CH2:2][CH2:3][O:4][C:5]3[CH:14]=[C:13]4[C:8]([C:9]([NH:17][C:18]5[CH:23]=[CH:22][C:21]([O:24][C:25]6[CH:30]=[CH:29][CH:28]=[CH:27][CH:26]=6)=[CH:20][CH:19]=5)=[C:10]([C:15]#[N:16])[CH:11]=[N:12]4)=[CH:7][C:6]=3[O:31][CH3:32])[CH2:41][CH2:40]2)[CH2:38][CH2:37][CH2:36][CH2:35][CH2:34]1, predict the reactants needed to synthesize it. The reactants are: Cl[CH2:2][CH2:3][O:4][C:5]1[CH:14]=[C:13]2[C:8]([C:9]([NH:17][C:18]3[CH:23]=[CH:22][C:21]([O:24][C:25]4[CH:30]=[CH:29][CH:28]=[CH:27][CH:26]=4)=[CH:20][CH:19]=3)=[C:10]([C:15]#[N:16])[CH:11]=[N:12]2)=[CH:7][C:6]=1[O:31][CH3:32].[N:33]1([CH:39]2[CH2:44][CH2:43][NH:42][CH2:41][CH2:40]2)[CH2:38][CH2:37][CH2:36][CH2:35][CH2:34]1.[I-].[Na+]. (4) Given the product [C:1]([O:4][N:5]([S:6]([C:9]1[CH:14]=[CH:13][CH:12]=[CH:11][C:10]=1[S:15]([CH3:18])(=[O:16])=[O:17])(=[O:8])=[O:7])[C:27](=[O:28])[O:29][CH2:30][CH3:31])(=[O:3])[CH3:2].[C:1]([O:4][NH:5][S:6]([C:9]1[CH:14]=[CH:13][CH:12]=[CH:11][C:10]=1[S:15]([CH3:18])(=[O:16])=[O:17])(=[O:8])=[O:7])(=[O:3])[CH3:2], predict the reactants needed to synthesize it. The reactants are: [C:1]([O:4][NH:5][S:6]([C:9]1[CH:14]=[CH:13][CH:12]=[CH:11][C:10]=1[S:15]([CH3:18])(=[O:17])=[O:16])(=[O:8])=[O:7])(=[O:3])[CH3:2].C(N(CC)CC)C.Cl[C:27]([O:29][CH2:30][CH3:31])=[O:28]. (5) Given the product [NH2:10][C:8]1[CH:7]=[C:6]([Cl:13])[C:3]([C:4]#[N:5])=[C:2]([Cl:1])[CH:9]=1, predict the reactants needed to synthesize it. The reactants are: [Cl:1][C:2]1[CH:9]=[C:8]([N+:10]([O-])=O)[CH:7]=[C:6]([Cl:13])[C:3]=1[C:4]#[N:5].[Cl-].[NH4+].O. (6) Given the product [NH2:8][CH2:9][CH2:10][C:11]1[C:20]2[CH2:19][S:18][N:17]=[C:16]([NH2:21])[C:15]3=[N:29][N:30]([CH2:32][C:33]4[C:38]([CH3:39])=[C:37]([O:40][CH3:41])[C:36]([CH3:42])=[CH:35][N:34]=4)[N:31]=[C:13]([C:14]=23)[CH:12]=1, predict the reactants needed to synthesize it. The reactants are: FC(F)(F)C(O)=O.[NH2:8][CH2:9][CH2:10][C:11]1[C:20]2[CH2:19][S:18][N:17]=[C:16]([NH:21]C(=O)OC(C)(C)C)[C:15]3=[N:29][N:30]([CH2:32][C:33]4[C:38]([CH3:39])=[C:37]([O:40][CH3:41])[C:36]([CH3:42])=[CH:35][N:34]=4)[N:31]=[C:13]([C:14]=23)[CH:12]=1.ClCCl. (7) Given the product [ClH:1].[F:27][C:9]([F:8])([F:26])[CH2:10][O:11][CH2:12][CH:13]1[CH2:18][CH2:17][NH:16][CH2:15][CH2:14]1, predict the reactants needed to synthesize it. The reactants are: [ClH:1].O1CCOCC1.[F:8][C:9]([F:27])([F:26])[CH2:10][O:11][CH2:12][CH:13]1[CH2:18][CH2:17][N:16](C(OC(C)(C)C)=O)[CH2:15][CH2:14]1.